From a dataset of Reaction yield outcomes from USPTO patents with 853,638 reactions. Predict the reaction yield, written as a fraction of the theoretical maximum amount of product (1.0 means a 100% yield; for example, 0.34 means a 34% yield). The reactants are Cl.[Cl:2][C:3]1[CH:8]=[CH:7][N:6]=[C:5]([C:9]([O:11]C)=O)[CH:4]=1.[NH2:13][CH2:14][CH2:15][N:16]1[CH2:21][CH2:20][O:19][CH2:18][CH2:17]1.O. The catalyst is C1COCC1. The product is [Cl:2][C:3]1[CH:8]=[CH:7][N:6]=[C:5]([C:9](=[O:11])[NH:13][CH2:14][CH2:15][N:16]2[CH2:21][CH2:20][O:19][CH2:18][CH2:17]2)[CH:4]=1. The yield is 0.950.